Dataset: Full USPTO retrosynthesis dataset with 1.9M reactions from patents (1976-2016). Task: Predict the reactants needed to synthesize the given product. The reactants are: [Cl:1][C:2]1[N:7]=[C:6]([Cl:8])[C:5]([NH2:9])=[CH:4][N:3]=1.[CH3:10][C:11]([O:15]C1CCCCO1)([CH3:14])[CH:12]=O.C([BH3-])#N.[Na+].C([O-])(O)=O.[Na+]. Given the product [Cl:1][C:2]1[N:7]=[C:6]([Cl:8])[C:5]([NH:9][CH2:10][C:11]([CH3:14])([OH:15])[CH3:12])=[CH:4][N:3]=1, predict the reactants needed to synthesize it.